From a dataset of Reaction yield outcomes from USPTO patents with 853,638 reactions. Predict the reaction yield, written as a fraction of the theoretical maximum amount of product (1.0 means a 100% yield; for example, 0.34 means a 34% yield). (1) The reactants are [CH3:1][O:2][C:3]1[CH:13]=[CH:12][CH:11]=[C:5]2[C:6]([O:8][C:9](=O)[C:4]=12)=[O:7].C([NH2:16])=O. The catalyst is O. The product is [CH3:1][O:2][C:3]1[CH:13]=[CH:12][CH:11]=[C:5]2[C:6]([NH:16][C:9](=[O:8])[C:4]=12)=[O:7]. The yield is 0.370. (2) The reactants are [CH3:1][C:2]1[N:7]=[C:6]([NH2:8])[CH:5]=[CH:4][N:3]=1.[Cl:9][CH2:10][C:11](Cl)=[O:12]. The catalyst is ClCCCl. The product is [Cl:9][CH2:10][C:11]([NH:8][C:6]1[CH:5]=[CH:4][N:3]=[C:2]([CH3:1])[N:7]=1)=[O:12]. The yield is 0.0750.